This data is from Tyrosyl-DNA phosphodiesterase HTS with 341,365 compounds. The task is: Binary Classification. Given a drug SMILES string, predict its activity (active/inactive) in a high-throughput screening assay against a specified biological target. (1) The drug is O=C(Nc1c(cccc1C)C)C1N(CCC1)C(=O)Nc1cc(ccc1)C(=O)C. The result is 0 (inactive). (2) The molecule is o1nc(nc1c1cc(OC)ccc1)c1c(OC)nc(c2ccc(OC)cc2)cc1. The result is 0 (inactive). (3) The result is 0 (inactive). The molecule is Fc1c(C(=O)NCC(OC)=O)cccc1. (4) The molecule is S(c1nc2c(c(c1)C)cc(cc2C)C)C(C)C#N. The result is 0 (inactive). (5) The molecule is S(=O)(=O)(c1ccc(c2sc3c(c2C#Cc2n(cnc2)C)cccc3)cc1)C. The result is 0 (inactive).